Task: Regression. Given a peptide amino acid sequence and an MHC pseudo amino acid sequence, predict their binding affinity value. This is MHC class I binding data.. Dataset: Peptide-MHC class I binding affinity with 185,985 pairs from IEDB/IMGT (1) The peptide sequence is RQFPTAFEE. The MHC is Mamu-B3901 with pseudo-sequence Mamu-B3901. The binding affinity (normalized) is 0.0571. (2) The peptide sequence is SSPLFNNFYK. The MHC is HLA-A31:01 with pseudo-sequence HLA-A31:01. The binding affinity (normalized) is 0.318.